From a dataset of Forward reaction prediction with 1.9M reactions from USPTO patents (1976-2016). Predict the product of the given reaction. (1) Given the reactants Br[C:2]1[C:3]([O:9][CH3:10])=[N:4][CH:5]=[C:6]([CH3:8])[CH:7]=1.[CH3:11][C:12]1([CH3:28])[C:16]([CH3:18])([CH3:17])[O:15][B:14]([B:14]2[O:15][C:16]([CH3:18])([CH3:17])[C:12]([CH3:28])([CH3:11])[O:13]2)[O:13]1.C([O-])(=O)C.[K+], predict the reaction product. The product is: [CH3:10][O:9][C:3]1[C:2]([B:14]2[O:15][C:16]([CH3:18])([CH3:17])[C:12]([CH3:28])([CH3:11])[O:13]2)=[CH:7][C:6]([CH3:8])=[CH:5][N:4]=1. (2) Given the reactants [OH-].[Na+].[Cl:3][C:4]1[CH:5]=[C:6]([C:14]2[O:18][N:17]=[C:16]([C:19]3[C:20]([CH3:44])=[C:21]4[C:26](=[CH:27][CH:28]=3)[CH:25]([CH2:29][CH2:30][CH2:31][C:32]([O:34]CC)=[O:33])[N:24]([C:37]([O:39][C:40]([CH3:43])([CH3:42])[CH3:41])=[O:38])[CH2:23][CH2:22]4)[N:15]=2)[CH:7]=[N:8][C:9]=1[O:10][CH:11]([CH3:13])[CH3:12], predict the reaction product. The product is: [Cl:3][C:4]1[CH:5]=[C:6]([C:14]2[O:18][N:17]=[C:16]([C:19]3[C:20]([CH3:44])=[C:21]4[C:26](=[CH:27][CH:28]=3)[CH:25]([CH2:29][CH2:30][CH2:31][C:32]([OH:34])=[O:33])[N:24]([C:37]([O:39][C:40]([CH3:41])([CH3:43])[CH3:42])=[O:38])[CH2:23][CH2:22]4)[N:15]=2)[CH:7]=[N:8][C:9]=1[O:10][CH:11]([CH3:12])[CH3:13]. (3) Given the reactants Cl.[CH2:2]([O:9][C:10](=[O:16])[C@H:11]1[CH2:15][CH2:14][CH2:13][NH:12]1)[C:3]1[CH:8]=[CH:7][CH:6]=[CH:5][CH:4]=1.[C@H:17]1([C:26]([OH:28])=O)[CH2:22][CH2:21][C@H:20]([C:23]([OH:25])=O)[CH2:19][CH2:18]1, predict the reaction product. The product is: [CH2:2]([O:9][C:10]([C@H:11]1[CH2:15][CH2:14][CH2:13][N:12]1[C:26]([C@H:17]1[CH2:18][CH2:19][C@H:20]([C:23]([N:12]2[CH2:13][CH2:14][CH2:15][C@@H:11]2[C:10]([O:9][CH2:2][C:3]2[CH:8]=[CH:7][CH:6]=[CH:5][CH:4]=2)=[O:16])=[O:25])[CH2:21][CH2:22]1)=[O:28])=[O:16])[C:3]1[CH:4]=[CH:5][CH:6]=[CH:7][CH:8]=1. (4) Given the reactants Cl[C:2]1[C:11]([CH:12]=[O:13])=[CH:10][C:9]2[C:4](=[CH:5][CH:6]=[C:7]([O:14][CH2:15][CH:16]3[CH2:18][CH2:17]3)[CH:8]=2)[N:3]=1.[NH2:19][CH2:20][CH2:21][NH:22][C:23](=[O:25])[CH3:24], predict the reaction product. The product is: [CH:16]1([CH2:15][O:14][C:7]2[CH:8]=[C:9]3[C:4](=[CH:5][CH:6]=2)[N:3]=[C:2]([NH:19][CH2:20][CH2:21][NH:22][C:23](=[O:25])[CH3:24])[C:11]([CH:12]=[O:13])=[CH:10]3)[CH2:18][CH2:17]1. (5) Given the reactants [Br:1][C:2]1[O:6][C:5]([CH:7]2[CH2:9][CH2:8]2)=[N:4][C:3]=1[CH2:10][OH:11].[C:12]([C:16]1[CH:21]=[CH:20][C:19](O)=[CH:18][CH:17]=1)([O:14][CH3:15])=[O:13].C1C=CC(P(C2C=CC=CC=2)C2C=CC=CC=2)=CC=1.CC(OC(/N=N/C(OC(C)C)=O)=O)C, predict the reaction product. The product is: [Br:1][C:2]1[O:6][C:5]([CH:7]2[CH2:8][CH2:9]2)=[N:4][C:3]=1[CH2:10][O:11][C:19]1[CH:20]=[CH:21][C:16]([C:12]([O:14][CH3:15])=[O:13])=[CH:17][CH:18]=1.